Dataset: Catalyst prediction with 721,799 reactions and 888 catalyst types from USPTO. Task: Predict which catalyst facilitates the given reaction. Reactant: [CH:1]([C:3]1[CH:36]=[CH:35][C:6]([CH2:7][N:8]2[C:13](=[N:14][C:15]3[CH:20]=[CH:19][C:18]([O:21][CH:22]([CH3:24])[CH3:23])=[C:17]([CH3:25])[CH:16]=3)[NH:12][C:11](=[O:26])[N:10]([CH2:27][C@@H:28]([C:30]([O:32]C)=[O:31])[CH3:29])[C:9]2=[O:34])=[CH:5][CH:4]=1)=[CH2:2].CO.[OH-].[Li+].C(O)(=O)CC(CC(O)=O)(C(O)=O)O. Product: [CH:1]([C:3]1[CH:4]=[CH:5][C:6]([CH2:7][N:8]2[C:13](=[N:14][C:15]3[CH:20]=[CH:19][C:18]([O:21][CH:22]([CH3:24])[CH3:23])=[C:17]([CH3:25])[CH:16]=3)[NH:12][C:11](=[O:26])[N:10]([CH2:27][C@@H:28]([C:30]([OH:32])=[O:31])[CH3:29])[C:9]2=[O:34])=[CH:35][CH:36]=1)=[CH2:2]. The catalyst class is: 1.